From a dataset of Catalyst prediction with 721,799 reactions and 888 catalyst types from USPTO. Predict which catalyst facilitates the given reaction. (1) Reactant: [N+:1]([C:4]1[C:13]2[C:8](=[CH:9][CH:10]=[CH:11][CH:12]=2)[CH:7]=[CH:6][CH:5]=1)([O-:3])=[O:2].[OH-].[K+].[O-]O.C1(C(C)C)C=CC=CC=1.[O-:27]S([O-])(=S)=O.[Na+].[Na+]. Product: [N+:1]([C:4]1[C:13]2[C:8](=[CH:9][CH:10]=[CH:11][CH:12]=2)[C:7]([OH:27])=[CH:6][CH:5]=1)([O-:3])=[O:2]. The catalyst class is: 58. (2) Reactant: FC1C=C2C(=CC=1)NC=C2CCCCNC1COC2=C3C(=CC=C2C1)N=CC=C3.Cl.Cl.CCOCC.Cl.Cl.[F:39][C:40]1[CH:41]=[C:42]2[C:46](=[CH:47][CH:48]=1)[NH:45][CH:44]=[C:43]2[CH2:49][CH2:50][CH2:51][CH2:52][N:53]([CH2:68][CH2:69][CH3:70])[CH:54]1[CH2:67][O:66][C:57]2=[C:58]3[C:63](=[CH:64][CH:65]=[C:56]2[CH2:55]1)[N:62]=[CH:61][CH:60]=[CH:59]3. Product: [F:39][C:40]1[CH:41]=[C:42]2[C:46](=[CH:47][CH:48]=1)[NH:45][CH:44]=[C:43]2[CH2:49][CH2:50][CH2:51][CH2:52][N:53]([CH2:68][CH2:69][CH3:70])[CH:54]1[CH2:67][O:66][C:57]2=[C:58]3[C:63](=[CH:64][CH:65]=[C:56]2[CH2:55]1)[N:62]=[CH:61][CH:60]=[CH:59]3. The catalyst class is: 13. (3) Reactant: [CH:1]1[CH:2]=[CH:3][C:4]2[N:15]([C:16]([NH2:18])=[O:17])[C:14]3[CH:13]=[CH:12][CH:11]=[CH:10][C:9]=3[CH:8]=[CH:7][C:5]=2[CH:6]=1.[N:19]1[C:24]([C:25]([OH:27])=[O:26])=[CH:23][CH:22]=[CH:21][C:20]=1[C:28]([OH:30])=[O:29]. Product: [CH:11]1[CH:12]=[CH:13][C:14]2[N:15]([C:16]([NH2:18])=[O:17])[C:4]3[CH:3]=[CH:2][CH:1]=[CH:6][C:5]=3[CH:7]=[CH:8][C:9]=2[CH:10]=1.[N:19]1[C:20]([C:28]([OH:30])=[O:29])=[CH:21][CH:22]=[CH:23][C:24]=1[C:25]([OH:27])=[O:26]. The catalyst class is: 8. (4) Reactant: C(OC(=O)[N:7]([CH2:31][CH2:32][CH2:33][CH2:34][N:35]([CH2:39][CH2:40][CH3:41])[CH2:36][CH2:37][CH3:38])[CH2:8][C:9]1[CH:14]=[CH:13][C:12]([CH2:15][N:16]([CH2:25][C:26]2[NH:27][CH:28]=[CH:29][N:30]=2)[CH2:17][C:18]2[CH:23]=[CH:22][C:21]([CH3:24])=[CH:20][N:19]=2)=[CH:11][CH:10]=1)(C)(C)C.Cl.C(OCC)C. Product: [NH:27]1[CH:28]=[CH:29][N:30]=[C:26]1[CH2:25][N:16]([CH2:15][C:12]1[CH:13]=[CH:14][C:9]([CH2:8][NH:7][CH2:31][CH2:32][CH2:33][CH2:34][N:35]([CH2:36][CH2:37][CH3:38])[CH2:39][CH2:40][CH3:41])=[CH:10][CH:11]=1)[CH2:17][C:18]1[CH:23]=[CH:22][C:21]([CH3:24])=[CH:20][N:19]=1. The catalyst class is: 5. (5) Reactant: [Br:1][C:2]1[CH:13]=[CH:12][C:5](/[CH:6]=[N:7]/[NH:8][C:9]([NH2:11])=[O:10])=[C:4]([F:14])[CH:3]=1.BrBr.CCOCC. Product: [Br:1][C:2]1[CH:13]=[CH:12][C:5]([C:6]2[NH:11][C:9](=[O:10])[NH:8][N:7]=2)=[C:4]([F:14])[CH:3]=1. The catalyst class is: 52. (6) Reactant: [C:1]([C:7]([O:9][CH3:10])=[O:8])#[C:2][C:3]([O:5][CH3:6])=[O:4].[Si]([CH:15]=[N+:16]=[N-:17])(C)(C)C.Cl. Product: [NH:16]1[CH:15]=[C:2]([C:3]([O:5][CH3:6])=[O:4])[C:1]([C:7]([O:9][CH3:10])=[O:8])=[N:17]1. The catalyst class is: 1. (7) Product: [CH2:1]([O:5][C:6]([C:8]1[N:9]=[C:10]([Cl:63])[C:11]2[C:16]([C:17]=1[OH:18])=[CH:15][C:14]([O:19][C:20]1[CH:29]=[CH:28][C:23]3[N:24]=[C:25]([CH3:27])[O:26][C:22]=3[CH:21]=1)=[CH:13][CH:12]=2)=[O:7])[CH2:2][CH2:3][CH3:4]. The catalyst class is: 68. Reactant: [CH2:1]([O:5][C:6]([C:8]1[N:9]=[C:10](O)[C:11]2[C:16]([C:17]=1[OH:18])=[CH:15][C:14]([O:19][C:20]1[CH:29]=[CH:28][C:23]3[N:24]=[C:25]([CH3:27])[O:26][C:22]=3[CH:21]=1)=[CH:13][CH:12]=2)=[O:7])[CH2:2][CH2:3][CH3:4].C(OC(C1N=C(O)C2C(C=1O)=CC=C(OC1C=CC3N=C(C)OC=3C=1)C=2)=O)CCC.P(Cl)(Cl)([Cl:63])=O.C(=O)(O)[O-].[Na+].